Regression. Given two drug SMILES strings and cell line genomic features, predict the synergy score measuring deviation from expected non-interaction effect. From a dataset of NCI-60 drug combinations with 297,098 pairs across 59 cell lines. (1) Drug 1: CN1CCC(CC1)COC2=C(C=C3C(=C2)N=CN=C3NC4=C(C=C(C=C4)Br)F)OC. Drug 2: CC1=CC2C(CCC3(C2CCC3(C(=O)C)OC(=O)C)C)C4(C1=CC(=O)CC4)C. Cell line: LOX IMVI. Synergy scores: CSS=8.44, Synergy_ZIP=-2.96, Synergy_Bliss=-1.03, Synergy_Loewe=-19.8, Synergy_HSA=0.121. (2) Drug 1: CN1C2=C(C=C(C=C2)N(CCCl)CCCl)N=C1CCCC(=O)O.Cl. Drug 2: CS(=O)(=O)OCCCCOS(=O)(=O)C. Cell line: OVCAR3. Synergy scores: CSS=0.757, Synergy_ZIP=-2.81, Synergy_Bliss=-7.11, Synergy_Loewe=-5.27, Synergy_HSA=-7.22. (3) Drug 1: CC1=C(C=C(C=C1)C(=O)NC2=CC(=CC(=C2)C(F)(F)F)N3C=C(N=C3)C)NC4=NC=CC(=N4)C5=CN=CC=C5. Drug 2: CC1=C(C(=O)C2=C(C1=O)N3CC4C(C3(C2COC(=O)N)OC)N4)N. Cell line: SF-539. Synergy scores: CSS=47.8, Synergy_ZIP=2.09, Synergy_Bliss=-0.351, Synergy_Loewe=-26.2, Synergy_HSA=0.352. (4) Cell line: ACHN. Synergy scores: CSS=-8.38, Synergy_ZIP=-0.359, Synergy_Bliss=-8.66, Synergy_Loewe=-16.0, Synergy_HSA=-11.3. Drug 1: CNC(=O)C1=CC=CC=C1SC2=CC3=C(C=C2)C(=NN3)C=CC4=CC=CC=N4. Drug 2: CN1C(=O)N2C=NC(=C2N=N1)C(=O)N. (5) Drug 1: CC1=C2C(C(=O)C3(C(CC4C(C3C(C(C2(C)C)(CC1OC(=O)C(C(C5=CC=CC=C5)NC(=O)OC(C)(C)C)O)O)OC(=O)C6=CC=CC=C6)(CO4)OC(=O)C)OC)C)OC. Drug 2: C1CCC(C1)C(CC#N)N2C=C(C=N2)C3=C4C=CNC4=NC=N3. Cell line: OVCAR3. Synergy scores: CSS=40.7, Synergy_ZIP=2.86, Synergy_Bliss=-0.378, Synergy_Loewe=-43.5, Synergy_HSA=-2.45. (6) Drug 1: C1CN(CCN1C(=O)CCBr)C(=O)CCBr. Drug 2: C(CCl)NC(=O)N(CCCl)N=O. Cell line: SF-268. Synergy scores: CSS=31.2, Synergy_ZIP=-12.3, Synergy_Bliss=-10.8, Synergy_Loewe=-9.90, Synergy_HSA=-5.16. (7) Drug 1: C1CC(C1)(C(=O)O)C(=O)O.[NH2-].[NH2-].[Pt+2]. Drug 2: C1=CC=C(C(=C1)C(C2=CC=C(C=C2)Cl)C(Cl)Cl)Cl. Cell line: SK-OV-3. Synergy scores: CSS=-2.03, Synergy_ZIP=-0.620, Synergy_Bliss=-1.53, Synergy_Loewe=-3.15, Synergy_HSA=-3.29. (8) Drug 1: C1=NC2=C(N1)C(=S)N=C(N2)N. Drug 2: C1CN(CCN1C(=O)CCBr)C(=O)CCBr. Cell line: HOP-92. Synergy scores: CSS=24.7, Synergy_ZIP=-6.35, Synergy_Bliss=-2.95, Synergy_Loewe=-3.76, Synergy_HSA=-0.719. (9) Drug 1: C1=CC(=CC=C1CC(C(=O)O)N)N(CCCl)CCCl.Cl. Drug 2: CC1=C(C=C(C=C1)NC(=O)C2=CC=C(C=C2)CN3CCN(CC3)C)NC4=NC=CC(=N4)C5=CN=CC=C5. Cell line: A498. Synergy scores: CSS=-4.72, Synergy_ZIP=1.13, Synergy_Bliss=0.495, Synergy_Loewe=-7.00, Synergy_HSA=-4.26. (10) Drug 1: CCC(=C(C1=CC=CC=C1)C2=CC=C(C=C2)OCCN(C)C)C3=CC=CC=C3.C(C(=O)O)C(CC(=O)O)(C(=O)O)O. Drug 2: CC1C(C(CC(O1)OC2CC(CC3=C2C(=C4C(=C3O)C(=O)C5=C(C4=O)C(=CC=C5)OC)O)(C(=O)CO)O)N)O.Cl. Cell line: LOX IMVI. Synergy scores: CSS=46.4, Synergy_ZIP=0.146, Synergy_Bliss=3.07, Synergy_Loewe=-14.0, Synergy_HSA=4.21.